From a dataset of Catalyst prediction with 721,799 reactions and 888 catalyst types from USPTO. Predict which catalyst facilitates the given reaction. (1) Reactant: [C:1]1([S:7][CH2:8][CH2:9][CH2:10][CH2:11][OH:12])[CH:6]=[CH:5][CH:4]=[CH:3][CH:2]=1.I(C1C=CC=CC=1C(O)=O)(=O)=O. Product: [C:1]1([S:7][CH2:8][CH2:9][CH2:10][CH:11]=[O:12])[CH:6]=[CH:5][CH:4]=[CH:3][CH:2]=1. The catalyst class is: 197. (2) Product: [F:5][C:6]1[CH:11]=[CH:10][C:9]([CH2:12][NH:13][C:1](=[O:4])[CH3:2])=[CH:8][CH:7]=1. The catalyst class is: 31. Reactant: [C:1]([OH:4])(=O)[CH3:2].[F:5][C:6]1[CH:11]=[CH:10][C:9]([CH2:12][NH2:13])=[CH:8][CH:7]=1.F[B-](F)(F)F.N1(OC(N(C)C)=[N+](C)C)C2C=CC=CC=2N=N1.C(N(C(C)C)C(C)C)C. (3) Reactant: [N+:1]([C:4]1[CH:5]=[C:6]([CH:15]=[CH:16][CH:17]=1)[O:7][CH2:8][CH2:9][N:10]1[CH2:14][CH2:13][CH2:12][CH2:11]1)([O-])=O.[H][H]. Product: [NH2:1][C:4]1[CH:5]=[C:6]([CH:15]=[CH:16][CH:17]=1)[O:7][CH2:8][CH2:9][N:10]1[CH2:14][CH2:13][CH2:12][CH2:11]1. The catalyst class is: 153. (4) Reactant: O(C)[Na].Cl.[NH2:5][OH:6].[NH2:7][C:8]1[CH:13]=[C:12]([Cl:14])[C:11]([C:15]([CH3:19])([CH3:18])[C:16]#[N:17])=[C:10]([Cl:20])[CH:9]=1. Product: [NH2:7][C:8]1[CH:9]=[C:10]([Cl:20])[C:11]([C:15]([CH3:18])([CH3:19])[C:16](=[N:5][OH:6])[NH2:17])=[C:12]([Cl:14])[CH:13]=1. The catalyst class is: 5. (5) Reactant: [CH3:1][S:2]([NH:5][C:6]1[CH:21]=[CH:20][C:9]2[NH:10][C:11]([CH2:16][C:17]([OH:19])=O)=[N:12][S:13](=[O:15])(=[O:14])[C:8]=2[CH:7]=1)(=[O:4])=[O:3].[CH3:22][O:23][C:24]([C@@H:26]1[CH2:33][CH2:32][CH2:31][CH2:30][CH2:29][CH2:28][C@@H:27]1[NH:34][CH2:35][C:36]1[CH:41]=[CH:40][C:39]([F:42])=[CH:38][CH:37]=1)=[O:25].Cl.CN(C)CCCN=C=NCC.CN1CCOCC1.Cl. Product: [CH3:22][O:23][C:24]([C@@H:26]1[CH2:33][CH2:32][CH2:31][CH2:30][CH2:29][CH2:28][C@@H:27]1[N:34]([CH2:35][C:36]1[CH:41]=[CH:40][C:39]([F:42])=[CH:38][CH:37]=1)[C:17](=[O:19])[CH2:16][C:11]1[NH:10][C:9]2[CH:20]=[CH:21][C:6]([NH:5][S:2]([CH3:1])(=[O:3])=[O:4])=[CH:7][C:8]=2[S:13](=[O:14])(=[O:15])[N:12]=1)=[O:25]. The catalyst class is: 9. (6) Reactant: [CH:1]1([NH2:7])[CH2:6][CH2:5][CH2:4][CH2:3][CH2:2]1.C(N(CC)CC)C.[C:15](Cl)(=[O:19])[CH:16]([CH3:18])[CH3:17]. Product: [CH:1]1([NH:7][C:15](=[O:19])[CH:16]([CH3:18])[CH3:17])[CH2:6][CH2:5][CH2:4][CH2:3][CH2:2]1. The catalyst class is: 1.